Dataset: Reaction yield outcomes from USPTO patents with 853,638 reactions. Task: Predict the reaction yield, written as a fraction of the theoretical maximum amount of product (1.0 means a 100% yield; for example, 0.34 means a 34% yield). (1) No catalyst specified. The product is [I:14][C:6]1[C:5]2[C:22](=[CH:10][CH:11]=[C:3]([O:2][CH3:1])[CH:4]=2)[N:21]([CH3:20])[CH:23]=1. The reactants are [CH3:1][O:2][C:3]1[CH:4]=[C:5]2C(=[CH:10][CH:11]=1)NC=[CH:6]2.[OH-].[K+].[I:14]I.[H-].[Na+].IC.[CH3:20][N:21]([CH:23]=O)[CH3:22]. The yield is 0.990. (2) The reactants are [Cl:1][C:2]1[CH:3]=[C:4]([CH:7]=[CH:8][C:9]=1[F:10])[NH:5][CH3:6].Br.Br[CH:13]([C:15]1[CH:16]=[C:17]([C:32]([N:34]([CH3:36])[CH3:35])=[O:33])[CH:18]=[C:19]2[C:24]=1[O:23][C:22]([N:25]1[CH2:30][CH2:29][O:28][CH2:27][CH2:26]1)=[CH:21][C:20]2=[O:31])[CH3:14]. No catalyst specified. The product is [Cl:1][C:2]1[CH:3]=[C:4]([N:5]([CH3:6])[CH:13]([C:15]2[CH:16]=[C:17]([C:32]([N:34]([CH3:36])[CH3:35])=[O:33])[CH:18]=[C:19]3[C:24]=2[O:23][C:22]([N:25]2[CH2:30][CH2:29][O:28][CH2:27][CH2:26]2)=[CH:21][C:20]3=[O:31])[CH3:14])[CH:7]=[CH:8][C:9]=1[F:10]. The yield is 0.537. (3) The catalyst is C1COCC1. The product is [OH:35][CH2:34][C:33]1[CH:36]=[CH:17][C:16]([NH:13][C:14](=[O:19])[O:9][CH:1]2[CH2:8][CH2:7][CH2:6][CH2:5][CH2:4][CH:3]=[CH:2]2)=[CH:18][CH:32]=1. The reactants are [CH:1]1([OH:9])[CH2:8][CH2:7][CH2:6][CH2:5][CH2:4][CH:3]=[CH:2]1.C([N:13]([CH:16]([CH3:18])[CH3:17])[CH2:14]C)(C)C.[OH:19]N1C2C=CC=CC=2N=N1.NC1C=[CH:36][C:33]([CH2:34][OH:35])=[CH:32]C=1. The yield is 0.800. (4) The reactants are [C:1]([C:5]1[CH:12]=[CH:11][C:8]([C:9]#[N:10])=[C:7](Cl)[N:6]=1)([CH3:4])([CH3:3])[CH3:2].[CH3:14][O-:15].[Na+].[NH4+].[Cl-]. The catalyst is CO. The product is [C:1]([C:5]1[CH:12]=[CH:11][C:8]([C:9]#[N:10])=[C:7]([O:15][CH3:14])[N:6]=1)([CH3:4])([CH3:3])[CH3:2]. The yield is 0.850.